Dataset: Reaction yield outcomes from USPTO patents with 853,638 reactions. Task: Predict the reaction yield, written as a fraction of the theoretical maximum amount of product (1.0 means a 100% yield; for example, 0.34 means a 34% yield). (1) The reactants are [CH3:1][C:2]1[C:18]([CH3:19])=[CH:17][CH:16]=[CH:15][C:3]=1[C:4]([NH:6][NH:7]C(OC(C)(C)C)=O)=[O:5].FC(F)(F)C(O)=O.C([O-])([O-])=O.[K+].[K+].[OH-].[Na+]. The catalyst is C(Cl)Cl.O. The product is [CH3:1][C:2]1[C:18]([CH3:19])=[CH:17][CH:16]=[CH:15][C:3]=1[C:4]([NH:6][NH2:7])=[O:5]. The yield is 0.730. (2) The reactants are I[C:2]1[N:3]=[C:4]([CH2:7][CH2:8][CH3:9])[NH:5][CH:6]=1.[N:10]1[CH:15]=[CH:14][C:13](B(O)O)=[CH:12][CH:11]=1.C(=O)([O-])[O-].[Na+].[Na+]. The catalyst is O1CCOCC1.O. The product is [CH2:7]([C:4]1[NH:5][CH:6]=[C:2]([C:13]2[CH:14]=[CH:15][N:10]=[CH:11][CH:12]=2)[N:3]=1)[CH2:8][CH3:9]. The yield is 0.370. (3) The reactants are C[Si]([N-][Si](C)(C)C)(C)C.[Li+].[N:11]1[C:20]2[C:15](=[CH:16][C:17]([CH2:21][C:22]([O:24][CH3:25])=[O:23])=[CH:18][CH:19]=2)[CH:14]=[CH:13][CH:12]=1.[CH3:26]I. The catalyst is C1COCC1. The product is [N:11]1[C:20]2[C:15](=[CH:16][C:17]([CH:21]([CH3:26])[C:22]([O:24][CH3:25])=[O:23])=[CH:18][CH:19]=2)[CH:14]=[CH:13][CH:12]=1. The yield is 0.850. (4) The reactants are [Cu]C#N.[Br-].[Li+].[I-].[C:7]([C:9]1[C:14]([F:15])=[CH:13][CH:12]=[CH:11][C:10]=1[Zn+])#[N:8].[Br:17][C:18]1[CH:19]=[C:20]([CH:24]=[CH:25][CH:26]=1)[C:21](Cl)=[O:22].[NH4+].[Cl-]. The catalyst is C1COCC1.O. The product is [Br:17][C:18]1[CH:19]=[C:20]([CH:24]=[CH:25][CH:26]=1)[C:21]([C:10]1[CH:11]=[CH:12][CH:13]=[C:14]([F:15])[C:9]=1[C:7]#[N:8])=[O:22]. The yield is 0.880. (5) The reactants are CO[C:3](=[O:24])[C:4]1[CH:9]=[CH:8][C:7]([O:10][CH2:11][C:12]2[C:13]([C:18]3[CH:23]=[CH:22][CH:21]=[CH:20][CH:19]=3)=[N:14][O:15][C:16]=2[CH3:17])=[N:6][CH:5]=1.[NH2:25][CH2:26][CH2:27][CH2:28][CH2:29][CH2:30][CH2:31][OH:32]. No catalyst specified. The product is [OH:32][CH2:31][CH2:30][CH2:29][CH2:28][CH2:27][CH2:26][NH:25][C:3](=[O:24])[C:4]1[CH:9]=[CH:8][C:7]([O:10][CH2:11][C:12]2[C:13]([C:18]3[CH:19]=[CH:20][CH:21]=[CH:22][CH:23]=3)=[N:14][O:15][C:16]=2[CH3:17])=[N:6][CH:5]=1. The yield is 0.200. (6) The reactants are [CH3:1][C:2]1([CH3:38])[CH2:7][O:6][CH:5]([C:8]2[CH:13]=[CH:12][CH:11]=[CH:10][CH:9]=2)[O:4][CH:3]1[C:14]([NH:16][C:17]1[C:35]([CH3:36])=[CH:34][C:20]([O:21][CH2:22][CH2:23][CH2:24][CH2:25][C:26]([CH3:33])([CH3:32])[C:27]([O:29]CC)=[O:28])=[CH:19][C:18]=1[CH3:37])=[O:15].O[Li].O.C(Cl)Cl.Cl. The catalyst is CCO.O. The product is [CH3:1][C:2]1([CH3:38])[CH2:7][O:6][CH:5]([C:8]2[CH:13]=[CH:12][CH:11]=[CH:10][CH:9]=2)[O:4][CH:3]1[C:14]([NH:16][C:17]1[C:18]([CH3:37])=[CH:19][C:20]([O:21][CH2:22][CH2:23][CH2:24][CH2:25][C:26]([CH3:32])([CH3:33])[C:27]([OH:29])=[O:28])=[CH:34][C:35]=1[CH3:36])=[O:15]. The yield is 0.970. (7) The reactants are [C:1](Cl)(=O)C.[Cl:5][C:6]1[CH:11]=[CH:10][C:9]([CH2:12][C:13]([OH:15])=[O:14])=[CH:8][N:7]=1. The catalyst is CO. The product is [Cl:5][C:6]1[N:7]=[CH:8][C:9]([CH2:12][C:13]([O:15][CH3:1])=[O:14])=[CH:10][CH:11]=1. The yield is 1.00. (8) The reactants are C([Li])C[CH2:3][CH3:4].C(N[CH:10]([CH3:12])[CH3:11])(C)C.[Br:13][CH2:14][CH2:15]Br.[CH3:17][O:18][C:19]([CH3:22])([CH3:21])[CH3:20].C1C[O:26]CC1. No catalyst specified. The product is [Br:13][CH2:14][CH2:15][CH:3]([CH2:4][CH2:12][CH2:10][CH3:11])[C:17]([O:18][C:19]([CH3:22])([CH3:21])[CH3:20])=[O:26]. The yield is 0.130. (9) The reactants are [C:1]([C:5]1[CH:10]=[CH:9][C:8]([C:11](=[O:13])[CH3:12])=[CH:7][CH:6]=1)([CH3:4])([CH3:3])[CH3:2].ClC1C=C(C2O[N:25]=[C:24]([C:27]([OH:29])=[O:28])C=2)C=CC=1F. No catalyst specified. The product is [C:1]([C:5]1[CH:6]=[CH:7][C:8]([C:11]2[O:13][N:25]=[C:24]([C:27]([OH:29])=[O:28])[CH:12]=2)=[CH:9][CH:10]=1)([CH3:4])([CH3:2])[CH3:3]. The yield is 0.157.